This data is from Forward reaction prediction with 1.9M reactions from USPTO patents (1976-2016). The task is: Predict the product of the given reaction. (1) Given the reactants C(OC([N:8]([C:16]1[C:20]2[CH:21]=[C:22]([Cl:39])[C:23]([CH2:25][O:26][C:27]3[CH:32]=[CH:31][C:30]([O:33][C:34]([F:37])([F:36])[F:35])=[C:29]([Cl:38])[CH:28]=3)=[CH:24][C:19]=2[O:18][N:17]=1)C(=O)OC(C)(C)C)=O)(C)(C)C.FC(F)(F)C(O)=O, predict the reaction product. The product is: [Cl:39][C:22]1[C:23]([CH2:25][O:26][C:27]2[CH:32]=[CH:31][C:30]([O:33][C:34]([F:35])([F:36])[F:37])=[C:29]([Cl:38])[CH:28]=2)=[CH:24][C:19]2[O:18][N:17]=[C:16]([NH2:8])[C:20]=2[CH:21]=1. (2) Given the reactants C[C:2]1[CH:7]=[CH:6][C:5]([N+:8]([O-])=O)=[CH:4][C:3]=1[S:11]([NH:14][C@@H:15]1[CH2:19][CH2:18][N:17]([C:20]([O:22][C:23]([CH3:26])([CH3:25])[CH3:24])=[O:21])[CH2:16]1)(=[O:13])=[O:12].C[CH2:28][OH:29], predict the reaction product. The product is: [NH2:8][C:5]1[CH:6]=[CH:7][C:2]([O:29][CH3:28])=[C:3]([S:11]([NH:14][C@@H:15]2[CH2:19][CH2:18][N:17]([C:20]([O:22][C:23]([CH3:26])([CH3:25])[CH3:24])=[O:21])[CH2:16]2)(=[O:13])=[O:12])[CH:4]=1. (3) Given the reactants [C:1]1([CH:7]([C:11]([OH:13])=[O:12])[C:8]([OH:10])=O)[CH:6]=[CH:5][CH:4]=[CH:3][CH:2]=1.CN(C)[CH:16]=[O:17].[C:19]([Cl:24])(=O)[C:20](Cl)=O.[Cl:25][C:26]1[CH:31]=[C:30]([Cl:32])[CH:29]=[C:28]([Cl:33])[C:27]=1O, predict the reaction product. The product is: [C:1]1([CH:7]([C:8]([O:17][C:16]2[C:19]([Cl:24])=[CH:20][C:26]([Cl:25])=[CH:27][C:28]=2[Cl:33])=[O:10])[C:11]([O:13][C:31]2[C:26]([Cl:25])=[CH:27][C:28]([Cl:33])=[CH:29][C:30]=2[Cl:32])=[O:12])[CH:2]=[CH:3][CH:4]=[CH:5][CH:6]=1. (4) Given the reactants Cl[C:2]1[C:11]2[C:6](=[CH:7][C:8]([O:14][CH3:15])=[C:9]([O:12][CH3:13])[CH:10]=2)[N:5]=[CH:4][CH:3]=1.Cl[C:17]1[CH:32]=[CH:31][C:20]([NH:21][C:22](=[O:30])[C:23]2[C:24](=[CH:26][CH:27]=[CH:28][CH:29]=2)[OH:25])=[CH:19][CH:18]=1.[Cl:33]C1C=CC=CC=1Cl, predict the reaction product. The product is: [C:20]1([NH:21][C:22](=[O:30])[C:23]2[CH:29]=[C:28]([Cl:33])[CH:27]=[CH:26][C:24]=2[O:25][C:2]2[C:11]3[C:6](=[CH:7][C:8]([O:14][CH3:15])=[C:9]([O:12][CH3:13])[CH:10]=3)[N:5]=[CH:4][CH:3]=2)[CH:31]=[CH:32][CH:17]=[CH:18][CH:19]=1. (5) Given the reactants [C:1]([C:3]1[CH:4]=[CH:5][C:6]([F:39])=[C:7]([CH:38]=1)[CH2:8][N:9]([C:31]1[CH:36]=[CH:35][C:34]([OH:37])=[CH:33][CH:32]=1)[CH:10]1[CH2:15][CH2:14][N:13]([C@H:16]([CH3:30])[CH2:17][CH2:18][NH:19][C:20]([C:22]2[C:23]([CH3:29])=[N:24][CH:25]=[N:26][C:27]=2[CH3:28])=[O:21])[CH2:12][CH2:11]1)#[N:2].Br[CH2:41][C:42]([O:44][C:45]([CH3:48])([CH3:47])[CH3:46])=[O:43].C([O-])([O-])=O.[K+].[K+], predict the reaction product. The product is: [C:45]([O:44][C:42](=[O:43])[CH2:41][O:37][C:34]1[CH:33]=[CH:32][C:31]([N:9]([CH2:8][C:7]2[CH:38]=[C:3]([C:1]#[N:2])[CH:4]=[CH:5][C:6]=2[F:39])[CH:10]2[CH2:11][CH2:12][N:13]([C@H:16]([CH3:30])[CH2:17][CH2:18][NH:19][C:20]([C:22]3[C:27]([CH3:28])=[N:26][CH:25]=[N:24][C:23]=3[CH3:29])=[O:21])[CH2:14][CH2:15]2)=[CH:36][CH:35]=1)([CH3:48])([CH3:47])[CH3:46]. (6) Given the reactants Cl.[NH2:2][C:3]1[CH:4]=[C:5]([C:9]2[C:17]3[S:16][C:15]([C:18]([NH:20][C@@H:21]4[CH:26]5[CH2:27][CH2:28][N:23]([CH2:24][CH2:25]5)[CH2:22]4)=[O:19])=[CH:14][C:13]=3[CH:12]=[CH:11][CH:10]=2)[CH:6]=[CH:7][CH:8]=1.[O:29]1[C:33]([C:34]([Cl:36])=[O:35])=[CH:32][CH:31]=[N:30]1, predict the reaction product. The product is: [ClH:36].[N:23]12[CH2:24][CH2:25][CH:26]([CH2:27][CH2:28]1)[C@@H:21]([NH:20][C:18]([C:15]1[S:16][C:17]3[C:9]([C:5]4[CH:4]=[C:3]([NH:2][C:34]([C:33]5[O:29][N:30]=[CH:31][CH:32]=5)=[O:35])[CH:8]=[CH:7][CH:6]=4)=[CH:10][CH:11]=[CH:12][C:13]=3[CH:14]=1)=[O:19])[CH2:22]2.